This data is from Forward reaction prediction with 1.9M reactions from USPTO patents (1976-2016). The task is: Predict the product of the given reaction. (1) Given the reactants CC(C1C=C(C(C)C)C(C2C=CC=CC=2P(C2CCCCC2)C2CCCCC2)=C(C(C)C)C=1)C.C(=O)([O-])[O-].[K+].[K+].[CH:41]1([B-](F)(F)F)[CH2:43][CH2:42]1.[K+].Cl[C:50]1[CH:51]=[C:52]2[C:57](=[C:58]([CH:60]=[O:61])[CH:59]=1)[O:56][C:55]([CH3:63])([CH3:62])[CH2:54][CH2:53]2, predict the reaction product. The product is: [CH:41]1([C:50]2[CH:51]=[C:52]3[C:57](=[C:58]([CH:60]=[O:61])[CH:59]=2)[O:56][C:55]([CH3:63])([CH3:62])[CH2:54][CH2:53]3)[CH2:43][CH2:42]1. (2) Given the reactants [NH:1]1[C:9]2[C:4](=[CH:5][C:6](/[CH:10]=[CH:11]/[C:12](=O)[CH2:13][C:14](=O)/[CH:15]=[CH:16]/[C:17]3[CH:22]=[CH:21][C:20]([O:23][CH2:24][C:25]4[CH:30]=[CH:29][CH:28]=[CH:27][N:26]=4)=[CH:19][CH:18]=3)=[CH:7][CH:8]=2)[CH:3]=[CH:2]1.O.[NH2:34][NH2:35], predict the reaction product. The product is: [NH:1]1[C:9]2[C:4](=[CH:5][C:6](/[CH:10]=[CH:11]/[C:12]3[CH:13]=[C:14](/[CH:15]=[CH:16]/[C:17]4[CH:22]=[CH:21][C:20]([O:23][CH2:24][C:25]5[CH:30]=[CH:29][CH:28]=[CH:27][N:26]=5)=[CH:19][CH:18]=4)[NH:35][N:34]=3)=[CH:7][CH:8]=2)[CH:3]=[CH:2]1. (3) The product is: [ClH:26].[ClH:40].[NH2:1][C:2]1[N:7]=[C:6]([NH:8][C:9]2[CH:24]=[CH:23][C:12]([C:13]([NH:15][C:16]3[CH:21]=[CH:20][C:19]([NH:22][C:27]4[C:36]5[C:31](=[CH:32][CH:33]=[C:34]([N+:37]([O-:39])=[O:38])[CH:35]=5)[N:30]=[CH:29][CH:28]=4)=[CH:18][CH:17]=3)=[O:14])=[CH:11][CH:10]=2)[CH:5]=[C:4]([CH3:25])[N:3]=1. Given the reactants [NH2:1][C:2]1[N:7]=[C:6]([NH:8][C:9]2[CH:24]=[CH:23][C:12]([C:13]([NH:15][C:16]3[CH:21]=[CH:20][C:19]([NH2:22])=[CH:18][CH:17]=3)=[O:14])=[CH:11][CH:10]=2)[CH:5]=[C:4]([CH3:25])[N:3]=1.[Cl:26][C:27]1[C:36]2[C:31](=[CH:32][CH:33]=[C:34]([N+:37]([O-:39])=[O:38])[CH:35]=2)[N:30]=[CH:29][CH:28]=1.[ClH:40].CO.CCOC(C)=O, predict the reaction product. (4) Given the reactants [C:1](#[N:8])[CH2:2][CH2:3][CH2:4][CH2:5][C:6]#[N:7].[N-:9]=[N+:10]=[N-:11].[Na+].[Cl-].[NH4+], predict the reaction product. The product is: [NH:7]1[C:6]([CH2:5][CH2:4][CH2:3][CH2:2][C:1]#[N:8])=[N:11][N:10]=[N:9]1. (5) The product is: [C:1]([O:5][C:6](=[O:36])[NH:7][C@H:8]([C@@H:9]1[O:25][C:37](=[O:38])[N:11]([C:12]2([C:15]3[CH:20]=[CH:19][CH:18]=[C:17]([C:21]([CH3:22])([CH3:24])[CH3:23])[CH:16]=3)[CH2:13][CH2:14]2)[CH2:10]1)[CH2:26][C:27]1[CH:28]=[CH:29][C:30]([N+:33]([O-:35])=[O:34])=[CH:31][CH:32]=1)([CH3:2])([CH3:3])[CH3:4]. Given the reactants [C:1]([O:5][C:6](=[O:36])[NH:7][C@@H:8]([CH2:26][C:27]1[CH:32]=[CH:31][C:30]([N+:33]([O-:35])=[O:34])=[CH:29][CH:28]=1)[C@H:9]([OH:25])[CH2:10][NH:11][C:12]1([C:15]2[CH:20]=[CH:19][CH:18]=[C:17]([C:21]([CH3:24])([CH3:23])[CH3:22])[CH:16]=2)[CH2:14][CH2:13]1)([CH3:4])([CH3:3])[CH3:2].[C:37](C1NC=CN=1)(C1NC=CN=1)=[O:38].CCN(C(C)C)C(C)C, predict the reaction product. (6) The product is: [N:18]1[CH:19]=[CH:20][N:21]=[CH:22][C:17]=1[O:16][C:12]1[CH:11]=[C:10]([C@@H:8]([NH2:7])[CH3:9])[CH:15]=[CH:14][CH:13]=1. Given the reactants C(OC(=O)[NH:7][C@H:8]([C:10]1[CH:15]=[CH:14][CH:13]=[C:12]([O:16][C:17]2[CH:22]=[N:21][CH:20]=[CH:19][N:18]=2)[CH:11]=1)[CH3:9])(C)(C)C.Cl, predict the reaction product. (7) Given the reactants [CH:1]([C:3]1[CH:18]=[CH:17][C:6]([O:7][C:8]2[CH:9]=[CH:10][C:11]([C:14]([NH2:16])=[O:15])=[N:12][CH:13]=2)=[C:5]([O:19][CH3:20])[CH:4]=1)=O.[O:21]1[CH2:26][CH2:25][CH:24]([CH2:27][CH2:28][NH2:29])[CH2:23][CH2:22]1.[BH4-].[Na+], predict the reaction product. The product is: [CH3:20][O:19][C:5]1[CH:4]=[C:3]([CH2:1][NH:29][CH2:28][CH2:27][CH:24]2[CH2:25][CH2:26][O:21][CH2:22][CH2:23]2)[CH:18]=[CH:17][C:6]=1[O:7][C:8]1[CH:9]=[CH:10][C:11]([C:14]([NH2:16])=[O:15])=[N:12][CH:13]=1.